The task is: Predict the product of the given reaction.. This data is from Forward reaction prediction with 1.9M reactions from USPTO patents (1976-2016). (1) Given the reactants [C:1]([C:3]1[CH:4]=[CH:5][C:6]([NH:9][C:10]([N:12]2[C:21]3[N:20]=[C:19]([CH:22](OC)[O:23]C)[C:18]([CH2:27][C:28]([O:30]C(C)(C)C)=[O:29])=[CH:17][C:16]=3[CH2:15][CH2:14][CH2:13]2)=[O:11])=[N:7][CH:8]=1)#[N:2].Cl.C([O-])(O)=O.[Na+], predict the reaction product. The product is: [C:1]([C:3]1[CH:4]=[CH:5][C:6]([NH:9][C:10]([N:12]2[C:21]3[N:20]=[C:19]([CH:22]=[O:23])[C:18]([CH2:27][C:28]([OH:30])=[O:29])=[CH:17][C:16]=3[CH2:15][CH2:14][CH2:13]2)=[O:11])=[N:7][CH:8]=1)#[N:2]. (2) Given the reactants [C:1]([C:4]1[CH:5]=[N:6][CH:7]=[CH:8][C:9]=1[CH2:10][CH:11]1[CH2:20][CH2:19][C:18]2[C:13](=[CH:14][CH:15]=[C:16]([O:21][CH3:22])[CH:17]=2)[C:12]1=[O:23])(=[O:3])[CH3:2].[CH3:24][C:25]1[CH:26]=[C:27]([CH:30]=[CH:31][CH:32]=1)[CH2:28][Br:29], predict the reaction product. The product is: [Br-:29].[C:1]([C:4]1[CH:5]=[N+:6]([CH2:24][C:25]2[CH:26]=[C:27]([CH3:28])[CH:30]=[CH:31][CH:32]=2)[CH:7]=[CH:8][C:9]=1[CH2:10][CH:11]1[CH2:20][CH2:19][C:18]2[C:13](=[CH:14][CH:15]=[C:16]([O:21][CH3:22])[CH:17]=2)[C:12]1=[O:23])(=[O:3])[CH3:2]. (3) Given the reactants [CH2:1]([O:3][C:4]([CH:6]=P([C:20]1[CH:25]=[CH:24][CH:23]=[CH:22]C=1)(C1C=CC=CC=1)C1C=CC=CC=1)=[O:5])[CH3:2].[CH:26](N=C=S)(C)C.BrC(C)C(=O)C(OC)=O.O, predict the reaction product. The product is: [CH3:20][CH2:25][CH2:24][CH:23]([CH3:22])[CH3:26].[C:4]([O:3][CH2:1][CH3:2])(=[O:5])[CH3:6]. (4) Given the reactants [Br:1][C:2]1[CH:7]=[CH:6][C:5]([C:8]2[CH2:13][CH2:12][N:11]([C:14]([O:16][C:17]([CH3:20])([CH3:19])[CH3:18])=[O:15])[CH2:10][CH:9]=2)=[CH:4][CH:3]=1.[H][H], predict the reaction product. The product is: [Br:1][C:2]1[CH:7]=[CH:6][C:5]([CH:8]2[CH2:9][CH2:10][N:11]([C:14]([O:16][C:17]([CH3:20])([CH3:19])[CH3:18])=[O:15])[CH2:12][CH2:13]2)=[CH:4][CH:3]=1. (5) Given the reactants C(OC(=O)[NH:7][CH2:8][C@@H:9]1[O:13][C:12](=[O:14])[N:11]([C:15]2[CH:28]=[CH:27][C:18]3[C:19]4[O:20][N:21]=[CH:22][C:23]=4[CH2:24][CH2:25][CH2:26][C:17]=3[CH:16]=2)[CH2:10]1)(C)(C)C.[ClH:30], predict the reaction product. The product is: [ClH:30].[NH2:7][CH2:8][C@@H:9]1[O:13][C:12](=[O:14])[N:11]([C:15]2[CH:28]=[CH:27][C:18]3[C:19]4[O:20][N:21]=[CH:22][C:23]=4[CH2:24][CH2:25][CH2:26][C:17]=3[CH:16]=2)[CH2:10]1. (6) Given the reactants [Br:1][C:2]1C=C[S:4][C:3]=1C(O)=O.Cl.C(N=C=N[CH2:16][CH2:17][CH2:18][N:19](C)C)C.O.[OH:23]N1C2C=CC=CC=2N=N1.N, predict the reaction product. The product is: [Br:1][C:2]1[CH:16]=[C:17]([C:18]([NH2:19])=[O:23])[S:4][CH:3]=1.